This data is from Catalyst prediction with 721,799 reactions and 888 catalyst types from USPTO. The task is: Predict which catalyst facilitates the given reaction. (1) Product: [CH3:21][N:17]1[C:18]2[C:14](=[CH:13][C:12]([N:7]3[C:8](=[O:11])[C:9]4[C:5](=[CH:4][CH:3]=[C:2]([NH:1][C:29](=[O:31])[CH3:30])[CH:10]=4)[CH2:6]3)=[CH:20][CH:19]=2)[CH:15]=[CH:16]1. Reactant: [NH2:1][C:2]1[CH:10]=[C:9]2[C:5]([CH2:6][N:7]([C:12]3[CH:13]=[C:14]4[C:18](=[CH:19][CH:20]=3)[N:17]([CH3:21])[CH:16]=[CH:15]4)[C:8]2=[O:11])=[CH:4][CH:3]=1.C(N(CC)CC)C.[C:29](OC(=O)C)(=[O:31])[CH3:30]. The catalyst class is: 7. (2) Reactant: [F:1][C:2]1[C:3]([OH:9])=[N:4][C:5]([F:8])=[CH:6][CH:7]=1.C(N(CC)CC)C.[F:17][C:18]([F:31])([F:30])[S:19](O[S:19]([C:18]([F:31])([F:30])[F:17])(=[O:21])=[O:20])(=[O:21])=[O:20]. Product: [F:17][C:18]([F:31])([F:30])[S:19]([O:9][C:3]1[C:2]([F:1])=[CH:7][CH:6]=[C:5]([F:8])[N:4]=1)(=[O:21])=[O:20]. The catalyst class is: 503.